From a dataset of Reaction yield outcomes from USPTO patents with 853,638 reactions. Predict the reaction yield, written as a fraction of the theoretical maximum amount of product (1.0 means a 100% yield; for example, 0.34 means a 34% yield). (1) The reactants are [CH2:1]([N:3]([CH2:23][CH3:24])[C:4]([CH:6]1[C:18]2[C:17]3[C:12](=[CH:13][CH:14]=[C:15]([F:19])[CH:16]=3)[N:11]([CH2:20][CH2:21][OH:22])[C:10]=2[CH2:9][CH2:8][CH2:7]1)=[O:5])[CH3:2].N1C=CC=CC=1.[CH3:31][S:32](Cl)(=[O:34])=[O:33]. The catalyst is ClCCl. The product is [CH2:23]([N:3]([CH2:1][CH3:2])[C:4]([CH:6]1[C:18]2[C:17]3[C:12](=[CH:13][CH:14]=[C:15]([F:19])[CH:16]=3)[N:11]([CH2:20][CH2:21][O:22][S:32]([CH3:31])(=[O:34])=[O:33])[C:10]=2[CH2:9][CH2:8][CH2:7]1)=[O:5])[CH3:24]. The yield is 0.300. (2) The reactants are [H-].[Na+].[F:3][C:4]([F:14])([F:13])[CH:5]([C:7]1[CH:12]=[CH:11][CH:10]=[CH:9][CH:8]=1)[OH:6].[Cl:15][C:16]1[CH:21]=[C:20](Cl)[N:19]=[CH:18][N:17]=1. The catalyst is C1COCC1.CCOC(C)=O. The product is [Cl:15][C:16]1[CH:21]=[C:20]([O:6][CH:5]([C:7]2[CH:12]=[CH:11][CH:10]=[CH:9][CH:8]=2)[C:4]([F:13])([F:14])[F:3])[N:19]=[CH:18][N:17]=1. The yield is 0.950. (3) The reactants are C([O:3][C:4](=O)[CH:5]=[CH:6][C:7]1[CH:12]=[CH:11][C:10]([CH2:13][CH3:14])=[CH:9][C:8]=1[O:15][CH2:16][C:17]1[CH:22]=[CH:21][CH:20]=[CH:19][CH:18]=1)C.[H-].[Al+3].[Li+].[H-].[H-].[H-]. The catalyst is CCOCC. The product is [CH2:16]([O:15][C:8]1[CH:9]=[C:10]([CH2:13][CH3:14])[CH:11]=[CH:12][C:7]=1[CH:6]=[CH:5][CH2:4][OH:3])[C:17]1[CH:22]=[CH:21][CH:20]=[CH:19][CH:18]=1. The yield is 0.710. (4) The reactants are [CH2:1]([O:8][C:9]([NH:11][C@@H:12]([CH2:25][NH:26]C(OC(C)(C)C)=O)[C:13]([N:15]1[CH2:20][CH2:19][CH2:18][CH2:17][C@@H:16]1[C:21]([O:23][CH3:24])=[O:22])=[O:14])=[O:10])[C:2]1[CH:7]=[CH:6][CH:5]=[CH:4][CH:3]=1.[C:34]([OH:40])([C:36]([F:39])([F:38])[F:37])=[O:35]. The catalyst is C(Cl)Cl. The product is [F:37][C:36]([F:39])([F:38])[C:34]([OH:40])=[O:35].[NH2:26][CH2:25][C@H:12]([NH:11][C:9]([O:8][CH2:1][C:2]1[CH:3]=[CH:4][CH:5]=[CH:6][CH:7]=1)=[O:10])[C:13]([N:15]1[CH2:20][CH2:19][CH2:18][CH2:17][C@@H:16]1[C:21]([O:23][CH3:24])=[O:22])=[O:14]. The yield is 1.00. (5) The reactants are [C:1]1([C:7]2[CH:11]=[C:10]([NH2:12])[NH:9][N:8]=2)[CH:6]=[CH:5][CH:4]=[CH:3][CH:2]=1.[O:13]1[CH:17]=[CH:16][CH:15]=[C:14]1[C:18](=O)[CH2:19][C:20](OC)=[O:21]. The catalyst is C(O)(=O)C. The product is [O:13]1[CH:17]=[CH:16][CH:15]=[C:14]1[C:18]1[NH:12][C:10]2[N:9]([N:8]=[C:7]([C:1]3[CH:2]=[CH:3][CH:4]=[CH:5][CH:6]=3)[CH:11]=2)[C:20](=[O:21])[CH:19]=1. The yield is 0.650. (6) The reactants are [CH2:1]([O:8][CH2:9][C:10]([NH:12][NH2:13])=[O:11])[C:2]1[CH:7]=[CH:6][CH:5]=[CH:4][CH:3]=1.[CH:14](OC)(OC)OC.CC1C=CC(S(O)(=O)=O)=CC=1. No catalyst specified. The product is [CH2:1]([O:8][CH2:9][C:10]1[O:11][CH:14]=[N:13][N:12]=1)[C:2]1[CH:7]=[CH:6][CH:5]=[CH:4][CH:3]=1. The yield is 0.490.